This data is from Full USPTO retrosynthesis dataset with 1.9M reactions from patents (1976-2016). The task is: Predict the reactants needed to synthesize the given product. (1) Given the product [CH3:1][O:2][C:3]1[CH:8]=[CH:7][CH:6]=[CH:5][C:4]=1[C:9]1[N:17]2[C:12]([CH:13]=[N:14][C:15]([NH:36][C:32]3[CH:31]=[C:30]4[C:35](=[CH:34][CH:33]=3)[N:27]([CH2:26][CH2:25][N:19]3[CH2:20][CH2:21][O:22][CH2:23][CH2:24]3)[N:28]=[CH:29]4)=[N:16]2)=[CH:11][CH:10]=1, predict the reactants needed to synthesize it. The reactants are: [CH3:1][O:2][C:3]1[CH:8]=[CH:7][CH:6]=[CH:5][C:4]=1[C:9]1[N:17]2[C:12]([CH:13]=[N:14][C:15](O)=[N:16]2)=[CH:11][CH:10]=1.[N:19]1([CH2:25][CH2:26][N:27]2[C:35]3[C:30](=[CH:31][C:32]([NH2:36])=[CH:33][CH:34]=3)[CH:29]=[N:28]2)[CH2:24][CH2:23][O:22][CH2:21][CH2:20]1.N1(CCN2C3C(=CC=C(N)C=3)C=N2)CCOCC1.N1(CCN2C3C=CC(N)=CC=3N=C2)CCOCC1.N1(CCN2C3C=C(N)C=CC=3N=C2)CCOCC1.N1(CCN2C=C3C(C=C(N)C=C3)=N2)CCOCC1.N1(CCN2C=C3C(C=CC(N)=C3)=N2)CCOCC1.C(C1NC2C=C(N)C=CC=2N=1)(C)(C)C. (2) Given the product [Br:20][C:17]1[CH:18]=[CH:19][C:14]([C:12]2[C:7]3[CH:6]=[CH:5][C:4]([OH:8])=[CH:3][C:2]=3[S:1][C:11]=2[CH3:21])=[CH:15][CH:16]=1, predict the reactants needed to synthesize it. The reactants are: [SH:1][C:2]1[CH:3]=[C:4]([O:8]C)[CH:5]=[CH:6][CH:7]=1.Br[CH:11]([CH3:21])[C:12]([C:14]1[CH:19]=[CH:18][C:17]([Br:20])=[CH:16][CH:15]=1)=O. (3) Given the product [CH3:23][O:24][C:12]([C:10]1[CH:11]=[C:6]([CH3:5])[CH:7]=[C:8]([C:15]([O:17][CH3:18])=[O:16])[CH:9]=1)=[O:14], predict the reactants needed to synthesize it. The reactants are: S(Cl)(Cl)=O.[CH3:5][C:6]1[CH:7]=[C:8]([C:15]([OH:17])=[O:16])[CH:9]=[C:10]([C:12]([OH:14])=O)[CH:11]=1.[C:18](=O)(O)[O-].[Na+].[CH3:23][OH:24]. (4) Given the product [N:1]1[CH:6]=[CH:5][CH:4]=[CH:3][C:2]=1[C:7]1[CH:8]=[N:9][N:10]2[C:24](=[O:25])[C:15]3[CH2:16][CH2:17][C:18]4[CH:19]=[CH:20][CH:21]=[CH:22][C:23]=4[C:14]=3[NH:12][C:11]=12, predict the reactants needed to synthesize it. The reactants are: [N:1]1[CH:6]=[CH:5][CH:4]=[CH:3][C:2]=1[C:7]1[CH:8]=[N:9][NH:10][C:11]=1[NH2:12].O=[C:14]1[C:23]2[C:18](=[CH:19][CH:20]=[CH:21][CH:22]=2)[CH2:17][CH2:16][CH:15]1[C:24](OC)=[O:25]. (5) Given the product [CH3:20][C:19]([CH3:22])([CH3:21])[C:18]([NH:4][C:5]1[CH:10]=[CH:9][CH:8]=[CH:7][N:6]=1)=[O:23], predict the reactants needed to synthesize it. The reactants are: C(Cl)Cl.[NH2:4][C:5]1[CH:10]=[CH:9][CH:8]=[CH:7][N:6]=1.C(N(CC)CC)C.[C:18](Cl)(=[O:23])[C:19]([CH3:22])([CH3:21])[CH3:20]. (6) Given the product [CH2:15]1[C:16]2[C:21](=[CH:20][CH:19]=[CH:18][CH:17]=2)[CH2:22][CH2:23][N:14]1[C:12]1[CH:11]=[C:10]([CH3:24])[N:9]=[C:8]([NH:7][C:5](=[O:6])[CH2:4][OH:3])[CH:13]=1, predict the reactants needed to synthesize it. The reactants are: C([O:3][C:4](=O)[C:5]([NH:7][C:8]1[CH:13]=[C:12]([N:14]2[CH2:23][CH2:22][C:21]3[C:16](=[CH:17][CH:18]=[CH:19][CH:20]=3)[CH2:15]2)[CH:11]=[C:10]([CH3:24])[N:9]=1)=[O:6])C.[H-].[Al+3].[Li+].[H-].[H-].[H-]. (7) Given the product [Cl:17][CH2:13][C:9]1[N:10]=[CH:11][O:12][C:8]=1[C:5]1[CH:6]=[CH:7][C:2]([Cl:1])=[CH:3][CH:4]=1, predict the reactants needed to synthesize it. The reactants are: [Cl:1][C:2]1[CH:7]=[CH:6][C:5]([C:8]2[O:12][CH:11]=[N:10][C:9]=2[CH2:13]O)=[CH:4][CH:3]=1.S(Cl)([Cl:17])=O. (8) Given the product [C:21]1([NH:20][C:2]2[NH:6][C:5]3[CH:7]=[C:8]([B:11]4[O:15][C:14]([CH3:17])([CH3:16])[C:13]([CH3:19])([CH3:18])[O:12]4)[CH:9]=[CH:10][C:4]=3[N:3]=2)[CH:26]=[CH:25][CH:24]=[CH:23][CH:22]=1, predict the reactants needed to synthesize it. The reactants are: Cl[C:2]1[NH:6][C:5]2[CH:7]=[C:8]([B:11]3[O:15][C:14]([CH3:17])([CH3:16])[C:13]([CH3:19])([CH3:18])[O:12]3)[CH:9]=[CH:10][C:4]=2[N:3]=1.[NH2:20][C:21]1[CH:26]=[CH:25][CH:24]=[CH:23][CH:22]=1. (9) Given the product [F:1][C:2]1[CH:9]=[C:8]([F:10])[CH:7]=[CH:6][C:3]=1[CH:4]=[CH:12][C:11]([OH:14])=[O:13], predict the reactants needed to synthesize it. The reactants are: [F:1][C:2]1[CH:9]=[C:8]([F:10])[CH:7]=[CH:6][C:3]=1[CH:4]=O.[C:11]([O:14]C(=O)C)(=[O:13])[CH3:12].